Dataset: Full USPTO retrosynthesis dataset with 1.9M reactions from patents (1976-2016). Task: Predict the reactants needed to synthesize the given product. (1) Given the product [CH3:14][O:15][B:16]([O:17][CH3:18])[C:5]1[C:10]([CH3:11])=[CH:9][C:8]([CH3:12])=[CH:7][C:6]=1[CH3:13], predict the reactants needed to synthesize it. The reactants are: [Mg].II.Br[C:5]1[C:10]([CH3:11])=[CH:9][C:8]([CH3:12])=[CH:7][C:6]=1[CH3:13].[CH3:14][O:15][B:16](OC)[O:17][CH3:18]. (2) Given the product [O:1]([C:8]1[CH:16]=[CH:15][CH:14]=[CH:13][C:9]=1[C:10]([NH:35][C:36]1[CH:41]=[CH:40][CH:39]=[CH:38][C:37]=1/[CH:42]=[CH:43]/[C:44]([O:46][CH3:47])=[O:45])=[O:12])[C:2]1[CH:3]=[CH:4][CH:5]=[CH:6][CH:7]=1, predict the reactants needed to synthesize it. The reactants are: [O:1]([C:8]1[CH:16]=[CH:15][CH:14]=[CH:13][C:9]=1[C:10]([OH:12])=O)[C:2]1[CH:7]=[CH:6][CH:5]=[CH:4][CH:3]=1.C[N+]1(C2N=C(OC)N=C(OC)N=2)CCOCC1.[Cl-].[NH2:35][C:36]1[CH:41]=[CH:40][CH:39]=[CH:38][C:37]=1/[CH:42]=[CH:43]/[C:44]([O:46][CH3:47])=[O:45].O. (3) Given the product [Br:26][C:13]1[N:10]2[C:11]3[N:12]=[C:3]([O:2][CH3:1])[CH:4]=[CH:5][C:6]=3[N:7]=[C:8]([C:17]#[N:18])[C:9]2=[C:15]([CH3:16])[N:14]=1, predict the reactants needed to synthesize it. The reactants are: [CH3:1][O:2][C:3]1[CH:4]=[CH:5][C:6]2[N:7]=[C:8]([C:17]#[N:18])[C:9]3[N:10]([CH:13]=[N:14][C:15]=3[CH3:16])[C:11]=2[N:12]=1.C1C(=O)N([Br:26])C(=O)C1. (4) Given the product [CH3:36][S:37]([O:40][N:29]([CH2:28][CH2:27][N:26]1[C:19]2[C:18]([NH:17][C:14]3[CH:15]=[CH:16][C:11]([O:10][C:9]4[C:4]5[CH:3]=[N:2][S:1][C:5]=5[CH:6]=[CH:7][CH:8]=4)=[C:12]([Cl:35])[CH:13]=3)=[N:23][CH:22]=[N:21][C:20]=2[CH:24]=[CH:25]1)[C:30](=[O:34])[CH:31]([F:32])[F:33])(=[O:39])=[O:38], predict the reactants needed to synthesize it. The reactants are: [S:1]1[C:5]2[CH:6]=[CH:7][CH:8]=[C:9]([O:10][C:11]3[CH:16]=[CH:15][C:14]([NH:17][C:18]4[C:19]5[N:26]([CH2:27][CH2:28][NH:29][C:30](=[O:34])[CH:31]([F:33])[F:32])[CH:25]=[CH:24][C:20]=5[N:21]=[CH:22][N:23]=4)=[CH:13][C:12]=3[Cl:35])[C:4]=2[CH:3]=[N:2]1.[CH3:36][S:37]([OH:40])(=[O:39])=[O:38].C(OCC)C. (5) Given the product [OH:1][C:2]1[CH:3]=[CH:4][C:5]2[C:13]3[C:9](=[C:10]([C:14]([OH:16])=[O:15])[NH:11][N:12]=3)[CH2:8][CH:7]([CH3:18])[C:6]=2[CH:19]=1, predict the reactants needed to synthesize it. The reactants are: [OH:1][C:2]1[CH:3]=[CH:4][C:5]2[C:13]3[C:9](=[C:10]([C:14]([O:16]C)=[O:15])[NH:11][N:12]=3)[CH2:8][CH:7]([CH3:18])[C:6]=2[CH:19]=1.O.[OH-].[Li+]. (6) Given the product [Cl:31][C:25]1[CH:24]=[C:23]([CH2:22][NH:21][C:20]2[C:19]3[C:14](=[CH:15][CH:16]=[C:17]([C:32]#[N:33])[CH:18]=3)[N:13]=[CH:12][C:11]=2[CH2:9][OH:8])[CH:28]=[CH:27][C:26]=1[O:29][CH3:30], predict the reactants needed to synthesize it. The reactants are: FC1C([O:8][C:9]([C:11]2[CH:12]=[N:13][C:14]3[C:19]([C:20]=2[NH:21][CH2:22][C:23]2[CH:28]=[CH:27][C:26]([O:29][CH3:30])=[C:25]([Cl:31])[CH:24]=2)=[CH:18][C:17]([C:32]#[N:33])=[CH:16][CH:15]=3)=O)=C(F)C(F)=C(F)C=1F. (7) Given the product [F:1][C:2]1[CH:3]=[CH:4][C:5]([C:8]([NH:10][C@H:11]([C:18]([N:20]2[CH2:21][CH2:22][N:23]([S:26]([CH3:29])(=[O:27])=[O:28])[CH2:24][CH2:25]2)=[O:19])[CH2:12][CH2:13][C:14]([OH:16])=[O:15])=[O:9])=[CH:6][CH:7]=1, predict the reactants needed to synthesize it. The reactants are: [F:1][C:2]1[CH:7]=[CH:6][C:5]([C:8]([NH:10][C@H:11]([C:18]([N:20]2[CH2:25][CH2:24][N:23]([S:26]([CH3:29])(=[O:28])=[O:27])[CH2:22][CH2:21]2)=[O:19])[CH2:12][CH2:13][C:14]([O:16]C)=[O:15])=[O:9])=[CH:4][CH:3]=1.CO.[OH-].[Li+].Cl. (8) Given the product [OH:19][CH2:18][CH2:17][C@@H:15]1[CH2:16][C@@H:14]1[CH:11]1[CH2:10][CH2:9][N:8]([C:2]([O:4][CH:5]([CH3:7])[CH3:6])=[O:3])[CH2:13][CH2:12]1, predict the reactants needed to synthesize it. The reactants are: Cl[C:2]([O:4][CH:5]([CH3:7])[CH3:6])=[O:3].[NH:8]1[CH2:13][CH2:12][CH:11]([C@H:14]2[CH2:16][C@H:15]2[CH2:17][CH2:18][OH:19])[CH2:10][CH2:9]1.C(=O)([O-])[O-].[Cs+].[Cs+].